From a dataset of Full USPTO retrosynthesis dataset with 1.9M reactions from patents (1976-2016). Predict the reactants needed to synthesize the given product. (1) Given the product [C:1]([O:5][C:6]([N:8]1[C:16]2[C:11](=[CH:12][C:13]([CH2:17][N:37]3[CH2:38][CH2:39][N:34]([C:32](=[O:33])[CH2:31][OH:30])[CH2:35][CH2:36]3)=[CH:14][CH:15]=2)[CH:10]=[C:9]1[C:19]1[C:20](=[O:29])[NH:21][C:22]2[C:27]([CH:28]=1)=[CH:26][CH:25]=[CH:24][CH:23]=2)=[O:7])([CH3:4])([CH3:2])[CH3:3], predict the reactants needed to synthesize it. The reactants are: [C:1]([O:5][C:6]([N:8]1[C:16]2[C:11](=[CH:12][C:13]([CH:17]=O)=[CH:14][CH:15]=2)[CH:10]=[C:9]1[C:19]1[C:20](=[O:29])[NH:21][C:22]2[C:27]([CH:28]=1)=[CH:26][CH:25]=[CH:24][CH:23]=2)=[O:7])([CH3:4])([CH3:3])[CH3:2].[OH:30][CH2:31][C:32]([N:34]1[CH2:39][CH2:38][NH:37][CH2:36][CH2:35]1)=[O:33].C(O[BH-](OC(=O)C)OC(=O)C)(=O)C.[Na+].[O-]S([O-])(=O)=O.[Mg+2].[H-]. (2) Given the product [CH2:16]([O:18][C:19](=[O:32])/[C:20](/[C:30]#[N:31])=[CH:21]/[C@H:22]1[C@H:24]([C:25]([O:9][CH2:8][C:7]2[C:6]([F:14])=[C:5]([F:15])[C:4]([CH2:1][C:2]#[CH:3])=[C:11]([F:12])[C:10]=2[F:13])=[O:26])[CH2:23]1)[CH3:17], predict the reactants needed to synthesize it. The reactants are: [CH2:1]([C:4]1[C:11]([F:12])=[C:10]([F:13])[C:7]([CH2:8][OH:9])=[C:6]([F:14])[C:5]=1[F:15])[C:2]#[CH:3].[CH2:16]([O:18][C:19](=[O:32])/[C:20](/[C:30]#[N:31])=[CH:21]/[C@@H:22]1[C@@H:24]([C:25](O)=[O:26])[C:23]1(C)C)[CH3:17]. (3) Given the product [Cl:13][C:14]1[S:18][C:17]([S:19]([N:22]([CH2:2][C:3]2[CH:12]=[CH:11][C:6]([C:7]([O:9][CH3:10])=[O:8])=[CH:5][CH:4]=2)[C@H:23]([C:26]2[CH:27]=[CH:28][CH:29]=[CH:30][CH:31]=2)[CH2:24][CH3:25])(=[O:21])=[O:20])=[CH:16][CH:15]=1, predict the reactants needed to synthesize it. The reactants are: O[CH2:2][C:3]1[CH:12]=[CH:11][C:6]([C:7]([O:9][CH3:10])=[O:8])=[CH:5][CH:4]=1.[Cl:13][C:14]1[S:18][C:17]([S:19]([NH:22][C@H:23]([C:26]2[CH:31]=[CH:30][CH:29]=[CH:28][CH:27]=2)[CH2:24][CH3:25])(=[O:21])=[O:20])=[CH:16][CH:15]=1. (4) Given the product [C:1]1([CH3:36])[CH:6]=[CH:5][C:4]([C:7]2[N:8]=[C:9]3[CH2:23][CH2:22][CH2:21][N:20]([CH2:24][CH2:25][NH:26][C:27](=[O:35])[CH2:28][CH2:29][C:30]([OH:32])=[O:31])[C:10]3=[N:11][C:12]=2[C:13]2[CH:14]=[CH:15][C:16]([CH3:19])=[CH:17][CH:18]=2)=[CH:3][CH:2]=1, predict the reactants needed to synthesize it. The reactants are: [C:1]1([CH3:36])[CH:6]=[CH:5][C:4]([C:7]2[N:8]=[C:9]3[CH2:23][CH2:22][CH2:21][N:20]([CH2:24][CH2:25][NH:26][C:27](=[O:35])[CH2:28][CH2:29][C:30]([O:32]CC)=[O:31])[C:10]3=[N:11][C:12]=2[C:13]2[CH:18]=[CH:17][C:16]([CH3:19])=[CH:15][CH:14]=2)=[CH:3][CH:2]=1.[OH-].[Na+].